This data is from HIV replication inhibition screening data with 41,000+ compounds from the AIDS Antiviral Screen. The task is: Binary Classification. Given a drug SMILES string, predict its activity (active/inactive) in a high-throughput screening assay against a specified biological target. (1) The compound is CCCCCCCCCCCCCCCCCCNc1nc(=O)n(C2CC(O)C(COP(=O)(O)OCC3OC(n4cc(C)c(=O)[nH]c4=O)CC3N=[N+]=[N-])O2)cc1F. The result is 1 (active). (2) The drug is NC(CCC(=O)NC(Cc1ccccc1)C(=O)NCP(=O)(O)O)C(=O)O. The result is 0 (inactive). (3) The molecule is Cc1[nH]c(-c2ccccc2)c(O)c1C(=O)OC1CC(C)CCC1C(C)C. The result is 0 (inactive). (4) The drug is COc1cc(NS(=O)(=O)c2ccc(C(C)=O)cc2)nc(OC)n1. The result is 0 (inactive). (5) The compound is CN1C(=O)C(O)(c2c3c(c(C4(O)C(=O)N(C)c5ccccc54)c4c2OCO4)OCO3)c2ccccc21. The result is 0 (inactive). (6) The drug is CC1CC(=NN(C)C)C(C#N)(C#N)C1(C#N)C#N. The result is 0 (inactive).